Task: Predict which catalyst facilitates the given reaction.. Dataset: Catalyst prediction with 721,799 reactions and 888 catalyst types from USPTO (1) Reactant: C([N:9]([C:17]1[O:18][C@H:19]([C:32]([F:35])([F:34])[F:33])[CH2:20][C@:21]([C:24]2[C:25]([F:31])=[N:26][CH:27]=[C:28]([Br:30])[CH:29]=2)([CH3:23])[N:22]=1)C(=O)OC(C)(C)C)(=O)C1C=CC=CC=1.Cl. Product: [Br:30][C:28]1[CH:29]=[C:24]([C@:21]2([CH3:23])[CH2:20][C@@H:19]([C:32]([F:33])([F:34])[F:35])[O:18][C:17]([NH2:9])=[N:22]2)[C:25]([F:31])=[N:26][CH:27]=1. The catalyst class is: 5. (2) Reactant: [CH2:1]([C:5]([C:18]1N=C[C:21]([N+:24]([O-:26])=[O:25])=[CH:20][N:19]=1)([C:13]([O:15][CH2:16][CH3:17])=[O:14])[C:6]([O:8][C:9]([CH3:12])([CH3:11])[CH3:10])=[O:7])[CH2:2][C:3]#[CH:4]. Product: [N+:24]([C:21]1[CH:4]=[C:3]2[CH2:2][CH2:1][C:5]([C:13]([O:15][CH2:16][CH3:17])=[O:14])([C:6]([O:8][C:9]([CH3:10])([CH3:11])[CH3:12])=[O:7])[C:18]2=[N:19][CH:20]=1)([O-:26])=[O:25]. The catalyst class is: 641. (3) Reactant: FC(F)(F)C(O)=O.[CH3:8][N:9]1CC[N:12]([C:15]2[CH:16]=[C:17]([C:21](=[O:35])/[CH:22]=[CH:23]/[C:24]3[CH:25]=[C:26](/[CH:30]=[CH:31]/[C:32](O)=[O:33])[CH:27]=[CH:28][CH:29]=3)[CH:18]=[CH:19][CH:20]=2)[CH2:11][CH2:10]1.C1C=CC2[N:44]([OH:45])N=NC=2C=1.[CH2:46](Cl)[CH2:47]Cl.NOC1CCCCO1. Product: [OH:45][NH:44][C:32](=[O:33])/[CH:31]=[CH:30]/[C:26]1[CH:27]=[CH:28][CH:29]=[C:24](/[CH:23]=[CH:22]/[C:21]([C:17]2[CH:18]=[CH:19][CH:20]=[C:15]([N:12]3[CH2:47][CH2:46][N:9]([CH3:8])[CH2:10][CH2:11]3)[CH:16]=2)=[O:35])[CH:25]=1. The catalyst class is: 3. (4) Reactant: [CH3:1][O:2][C:3]([C:5]1[CH:10]=[CH:9][C:8](Cl)=[CH:7][N:6]=1)=[O:4].[F:12][C:13]([F:20])([F:19])[C:14]1[CH:18]=[CH:17][NH:16][N:15]=1.C([O-])([O-])=O.[K+].[K+]. Product: [CH3:1][O:2][C:3]([C:5]1[CH:10]=[CH:9][C:8]([N:16]2[CH:17]=[CH:18][C:14]([C:13]([F:20])([F:19])[F:12])=[N:15]2)=[CH:7][N:6]=1)=[O:4]. The catalyst class is: 3. (5) Reactant: [Cl:1][C:2]1[N:7]=[CH:6][C:5]([OH:8])=[CH:4][N:3]=1.C1(C)C(S(O[CH2:19][CH:20]2[CH2:25][O:24][C:23]([CH3:27])([CH3:26])[O:22][CH2:21]2)(=O)=O)=CC=CC=1.C(=O)([O-])[O-].[Cs+].[Cs+].O. Product: [Cl:1][C:2]1[N:7]=[CH:6][C:5]([O:8][CH2:19][CH:20]2[CH2:25][O:24][C:23]([CH3:27])([CH3:26])[O:22][CH2:21]2)=[CH:4][N:3]=1. The catalyst class is: 60.